This data is from Catalyst prediction with 721,799 reactions and 888 catalyst types from USPTO. The task is: Predict which catalyst facilitates the given reaction. (1) Reactant: C(N([CH2:6][CH3:7])CC)C.[NH2:8][C:9]1[C:10]([F:20])=[C:11]([C:16]([F:19])=[CH:17][CH:18]=1)[C:12]([O:14][CH3:15])=[O:13].[S:21](Cl)(Cl)(=[O:23])=[O:22].[CH3:26][NH:27]CC. Product: [CH2:6]([N:8]([C:9]1[C:10]([F:20])=[C:11]([C:16]([F:19])=[CH:17][CH:18]=1)[C:12]([O:14][CH3:15])=[O:13])[S:21](=[O:23])(=[O:22])[NH:27][CH3:26])[CH3:7]. The catalyst class is: 91. (2) Reactant: [CH2:1]([N:8]1[C:12]2=[N:13][CH:14]=[CH:15][CH:16]=[C:11]2[C:10]([C:17]([OH:19])=O)=[N:9]1)[C:2]1[CH:7]=[CH:6][CH:5]=[CH:4][CH:3]=1.[NH2:20][C@H:21]([C:26]([NH2:28])=[O:27])[C:22]([CH3:25])([CH3:24])[CH3:23].CCN=C=NCCCN(C)C.Cl.C1C=CC2N(O)N=NC=2C=1.C(N(CC)C(C)C)(C)C. Product: [NH2:28][C:26]([C@@H:21]([NH:20][C:17]([C:10]1[C:11]2[C:12](=[N:13][CH:14]=[CH:15][CH:16]=2)[N:8]([CH2:1][C:2]2[CH:3]=[CH:4][CH:5]=[CH:6][CH:7]=2)[N:9]=1)=[O:19])[C:22]([CH3:25])([CH3:24])[CH3:23])=[O:27]. The catalyst class is: 3. (3) Reactant: [Cl:1][C:2]1[CH:3]=[C:4]([C:8]2[CH:27]=[C:11]3[N:12]=[C:13]([CH3:26])[C:14]([C@H:20]([OH:25])[C:21]([O:23][CH3:24])=[O:22])=[C:15]([CH2:16][CH:17]([CH3:19])[CH3:18])[N:10]3[N:9]=2)[CH:5]=[CH:6][CH:7]=1.C(O[C:32]([CH3:35])([CH3:34])[CH3:33])(=O)C. Product: [C:32]([O:25][C@@H:20]([C:14]1[C:13]([CH3:26])=[N:12][C:11]2[N:10]([N:9]=[C:8]([C:4]3[CH:5]=[CH:6][CH:7]=[C:2]([Cl:1])[CH:3]=3)[CH:27]=2)[C:15]=1[CH2:16][CH:17]([CH3:19])[CH3:18])[C:21]([O:23][CH3:24])=[O:22])([CH3:35])([CH3:34])[CH3:33]. The catalyst class is: 158. (4) Reactant: C[O:2][C:3]([C:5]1[CH:6]=[C:7]2[C:12](=[CH:13][CH:14]=1)[N:11]=[CH:10][C:9]([Br:15])=[CH:8]2)=[O:4].O1CCCC1.CO.O.[OH-].[Li+:25]. Product: [Li+:25].[Br:15][C:9]1[CH:10]=[N:11][C:12]2[C:7]([CH:8]=1)=[CH:6][C:5]([C:3]([O-:4])=[O:2])=[CH:14][CH:13]=2. The catalyst class is: 6. (5) Reactant: [CH3:1][C:2]1([CH3:32])[C:11]2[CH:10]=[C:9]([C:12](=[O:24])[CH:13]=[CH:14][C:15]3[CH:23]=[CH:22][C:18]([C:19]([OH:21])=[O:20])=[CH:17][CH:16]=3)[CH:8]=[CH:7][C:6]=2[C:5]([C:25]2[CH:30]=[CH:29][C:28]([CH3:31])=[CH:27][CH:26]=2)=[CH:4][CH2:3]1.[Cl-].[Cs+].[BH4-].[Na+].[Cl-].[NH4+]. Product: [CH3:1][C:2]1([CH3:32])[C:11]2[CH:10]=[C:9]([CH:12]([OH:24])[CH:13]=[CH:14][C:15]3[CH:23]=[CH:22][C:18]([C:19]([OH:21])=[O:20])=[CH:17][CH:16]=3)[CH:8]=[CH:7][C:6]=2[C:5]([C:25]2[CH:26]=[CH:27][C:28]([CH3:31])=[CH:29][CH:30]=2)=[CH:4][CH2:3]1. The catalyst class is: 5. (6) Reactant: [CH2:1]([N:8]1[CH2:13][CH2:12][C@@H:11]([CH3:14])[C@@H:10]([N:15]2[C:19]3=[C:20]4[CH:26]=[CH:25][N:24](COCC[Si](C)(C)C)[C:21]4=[N:22][CH:23]=[C:18]3[CH:17]=[CH:16]2)[CH2:9]1)[C:2]1[CH:7]=[CH:6][CH:5]=[CH:4][CH:3]=1.C(O)(C(F)(F)F)=O.C(=O)([O-])O.[Na+]. Product: [CH2:1]([N:8]1[CH2:13][CH2:12][C@@H:11]([CH3:14])[C@@H:10]([N:15]2[C:19]3=[C:20]4[CH:26]=[CH:25][NH:24][C:21]4=[N:22][CH:23]=[C:18]3[CH:17]=[CH:16]2)[CH2:9]1)[C:2]1[CH:3]=[CH:4][CH:5]=[CH:6][CH:7]=1. The catalyst class is: 2.